This data is from Full USPTO retrosynthesis dataset with 1.9M reactions from patents (1976-2016). The task is: Predict the reactants needed to synthesize the given product. Given the product [CH3:1][N:2]([C:18]1[CH:19]=[CH:20][CH:21]=[C:22]2[C:26]=1[NH:25][C:24]([C:27]1[S:28][CH:29]=[CH:30][N:31]=1)=[CH:23]2)[S:3]([C:6]1[CH:10]=[CH:9][S:8][C:7]=1[CH2:11][S:12][CH2:13][C:14]([OH:16])=[O:15])(=[O:5])=[O:4], predict the reactants needed to synthesize it. The reactants are: [CH3:1][N:2]([C:18]1[CH:19]=[CH:20][CH:21]=[C:22]2[C:26]=1[NH:25][C:24]([C:27]1[S:28][CH:29]=[CH:30][N:31]=1)=[CH:23]2)[S:3]([C:6]1[CH:10]=[CH:9][S:8][C:7]=1[CH2:11][S:12][CH2:13][C:14]([O:16]C)=[O:15])(=[O:5])=[O:4].[OH-].[Na+].